Dataset: Forward reaction prediction with 1.9M reactions from USPTO patents (1976-2016). Task: Predict the product of the given reaction. (1) The product is: [F:1][C:2]1[CH:3]=[C:4]([CH:8]=[C:9]([N+:11]([O-:13])=[O:12])[CH:10]=1)[C:5]([NH:7][CH3:14])=[O:6]. Given the reactants [F:1][C:2]1[CH:3]=[C:4]([CH:8]=[C:9]([N+:11]([O-:13])=[O:12])[CH:10]=1)[C:5]([NH2:7])=[O:6].[C:14](=O)([O-])[O-].[Cs+].[Cs+].S(OC)(OC)(=O)=O, predict the reaction product. (2) Given the reactants [CH2:1]([O:8][C:9]1[CH:18]=[C:17]2[C:12]([C:13]([Cl:19])=[N:14][CH:15]=[N:16]2)=[CH:11][C:10]=1[O:20][CH3:21])[C:2]1[CH:7]=[CH:6][CH:5]=[CH:4][CH:3]=1.[NH2:22][C:23]1[CH:24]=[C:25]2[C:29](=[CH:30][CH:31]=1)[NH:28][C:27]([CH3:32])=[CH:26]2, predict the reaction product. The product is: [ClH:19].[CH2:1]([O:8][C:9]1[CH:18]=[C:17]2[C:12]([C:13]([NH:22][C:23]3[CH:24]=[C:25]4[C:29](=[CH:30][CH:31]=3)[NH:28][C:27]([CH3:32])=[CH:26]4)=[N:14][CH:15]=[N:16]2)=[CH:11][C:10]=1[O:20][CH3:21])[C:2]1[CH:7]=[CH:6][CH:5]=[CH:4][CH:3]=1. (3) Given the reactants C[O:2][C:3](=O)[C:4]1[CH:9]=[CH:8][C:7]([NH:10][C:11](=[O:35])[CH:12]([C:19]2[CH:24]=[CH:23][C:22]([C:25]3[C:34]4[C:29](=[CH:30][CH:31]=[CH:32][CH:33]=4)[CH:28]=[CH:27][CH:26]=3)=[CH:21][CH:20]=2)[CH2:13][CH:14]2[CH2:18][CH2:17][CH2:16][CH2:15]2)=[N:6][CH:5]=1.[H-].[Al+3].[Li+].[H-].[H-].[H-], predict the reaction product. The product is: [CH:14]1([CH2:13][CH:12]([C:19]2[CH:20]=[CH:21][C:22]([C:25]3[C:34]4[C:29](=[CH:30][CH:31]=[CH:32][CH:33]=4)[CH:28]=[CH:27][CH:26]=3)=[CH:23][CH:24]=2)[C:11]([NH:10][C:7]2[CH:8]=[CH:9][C:4]([CH2:3][OH:2])=[CH:5][N:6]=2)=[O:35])[CH2:15][CH2:16][CH2:17][CH2:18]1. (4) Given the reactants ClC1C(CCCl)=C(C2C=CC=C(OC)C=2)N=C(N2CCOCC2)N=1.CC1C=C(C)C=CC=1N.[CH3:34][C:35]1[CH:40]=[C:39]([CH3:41])[CH:38]=[CH:37][C:36]=1[N:42]1[C:46]2[N:47]=[C:48]([N:59]3[CH2:64][CH2:63][O:62][CH2:61][CH2:60]3)[N:49]=[C:50]([C:51]3[CH:56]=[CH:55][CH:54]=[C:53]([O:57]C)[CH:52]=3)[C:45]=2[CH2:44][CH2:43]1, predict the reaction product. The product is: [CH3:34][C:35]1[CH:40]=[C:39]([CH3:41])[CH:38]=[CH:37][C:36]=1[N:42]1[C:46]2[N:47]=[C:48]([N:59]3[CH2:60][CH2:61][O:62][CH2:63][CH2:64]3)[N:49]=[C:50]([C:51]3[CH:52]=[C:53]([OH:57])[CH:54]=[CH:55][CH:56]=3)[C:45]=2[CH2:44][CH2:43]1. (5) Given the reactants [N:1]1[C:6]2[C@@H:7]3[CH2:15][NH:14][CH2:13][C@H:8]3[CH2:9][NH:10][C:11](=[O:12])[C:5]=2[CH:4]=[CH:3][CH:2]=1.[C:16](O[C:16]([O:18][C:19]([CH3:22])([CH3:21])[CH3:20])=[O:17])([O:18][C:19]([CH3:22])([CH3:21])[CH3:20])=[O:17].C([O-])([O-])=O.[Na+].[Na+].O, predict the reaction product. The product is: [O:12]=[C:11]1[C:5]2[CH:4]=[CH:3][CH:2]=[N:1][C:6]=2[C@@H:7]2[CH2:15][N:14]([C:16]([O:18][C:19]([CH3:22])([CH3:21])[CH3:20])=[O:17])[CH2:13][C@H:8]2[CH2:9][NH:10]1. (6) Given the reactants [CH2:1]([N:8]1[C:16]2[C:11](=[CH:12][CH:13]=[CH:14][CH:15]=2)[C:10]([CH2:17][CH2:18][CH2:19][C:20]([O:22][CH3:23])=[O:21])=[CH:9]1)[C:2]1[CH:7]=[CH:6][CH:5]=[CH:4][CH:3]=1.Br[CH2:25]/[CH:26]=[CH:27]/[C:28]1[CH:33]=[CH:32][CH:31]=[CH:30][CH:29]=1, predict the reaction product. The product is: [CH2:1]([N:8]1[C:16]2[C:11](=[CH:12][CH:13]=[CH:14][CH:15]=2)[C:10]([CH2:17][CH2:18][CH:19]([CH2:25]/[CH:26]=[CH:27]/[C:28]2[CH:33]=[CH:32][CH:31]=[CH:30][CH:29]=2)[C:20]([O:22][CH3:23])=[O:21])=[CH:9]1)[C:2]1[CH:3]=[CH:4][CH:5]=[CH:6][CH:7]=1.